This data is from Full USPTO retrosynthesis dataset with 1.9M reactions from patents (1976-2016). The task is: Predict the reactants needed to synthesize the given product. Given the product [N:22]1([C:18]2[CH:17]=[C:16]3[C:21]([C:13]([C:10]4[CH:11]=[CH:12][C:7]([OH:6])=[CH:8][CH:9]=4)=[CH:14][N:15]3[C:28]3[CH:29]=[CH:30][N:31]=[CH:32][CH:33]=3)=[CH:20][CH:19]=2)[CH2:23][CH2:24][NH:25][CH2:26][CH2:27]1, predict the reactants needed to synthesize it. The reactants are: B(Br)(Br)Br.C[O:6][C:7]1[CH:12]=[CH:11][C:10]([C:13]2[C:21]3[C:16](=[CH:17][C:18]([N:22]4[CH2:27][CH2:26][NH:25][CH2:24][CH2:23]4)=[CH:19][CH:20]=3)[N:15]([C:28]3[CH:33]=[CH:32][N:31]=[CH:30][CH:29]=3)[CH:14]=2)=[CH:9][CH:8]=1.C(=O)(O)[O-].[Na+].C(OCC)(=O)C.